This data is from Peptide-MHC class II binding affinity with 134,281 pairs from IEDB. The task is: Regression. Given a peptide amino acid sequence and an MHC pseudo amino acid sequence, predict their binding affinity value. This is MHC class II binding data. (1) The peptide sequence is AAFSKLPASTIDELK. The MHC is DRB1_0301 with pseudo-sequence DRB1_0301. The binding affinity (normalized) is 0.0408. (2) The peptide sequence is IRDKVQKEYALFYKLDVV. The MHC is DRB1_0701 with pseudo-sequence DRB1_0701. The binding affinity (normalized) is 0.296. (3) The peptide sequence is LIKTLQSKLSRNFTK. The MHC is DRB1_0405 with pseudo-sequence DRB1_0405. The binding affinity (normalized) is 0.539. (4) The peptide sequence is MASSSSVLLVVVLFA. The MHC is HLA-DQA10401-DQB10402 with pseudo-sequence HLA-DQA10401-DQB10402. The binding affinity (normalized) is 0.381. (5) The peptide sequence is RFDTNGDGKISLSEL. The MHC is HLA-DPA10103-DPB10301 with pseudo-sequence HLA-DPA10103-DPB10301. The binding affinity (normalized) is 0.217. (6) The peptide sequence is QSEQVKNFVASHIANI. The MHC is H-2-IAb with pseudo-sequence H-2-IAb. The binding affinity (normalized) is 0.805.